Dataset: Human Reference Interactome with 51,813 positive PPI pairs across 8,248 proteins, plus equal number of experimentally-validated negative pairs. Task: Binary Classification. Given two protein amino acid sequences, predict whether they physically interact or not. (1) Protein 1 (ENSG00000137960) has sequence MPLKLRGKKKAKSKETAGLVEGEPTGAGGGSLSASRAPARRLVFHAQLAHGSATGRVEGFSSIQELYAQIAGAFEISPSEILYCTLNTPKIDMERLLGGQLGLEDFIFAHVKGIEKEVNVYKSEDSLGLTITDNGVGYAFIKRIKDGGVIDSVKTICVGDHIESINGENIVGWRHYDVAKKLKELKKEELFTMKLIEPKKAFEIELRSKAGKSSGEKIGCGRATLRLRSKGPATVEEMPSETKAKAIEKIDDVLELYMGIRDIDLATTMFEAGKDKVNPDEFAVALDETLGDFAFPDEFV.... Protein 2 (ENSG00000147905) has sequence MMFGGYETIEAYEDDLYRDESSSELSVDSEVEFQLYSQIHYAQDLDDVIREEEHEEKNSGNSESSSSKPNQKKLIVLSDSEVIQLSDGSEVITLSDEDSIYRCKGKNVRVQAQENAHGLSSSLQSNELVDKKCKSDIEKPKSEERSGVIREVMIIEVSSSEEEESTISEGDNVESWMLLGCEVDDKDDDILLNLVGCENSVTEGEDGINWSISDKDIEAQIANNRTPGRWTQRYYSANKNIICRNCDKRGHLSKNCPLPRKVRRCFLCSRRGHLLYSCPAPLCEYCPVPKMLDHSCLFRH.... Result: 1 (the proteins interact). (2) Protein 1 (ENSG00000106069) has sequence MAASSNSSLSGSSVSSDAEEYQPPIWKSYLYQLQQEAPRPKRIICPREVENRPKYYGREFHGIISREQADELLGGVEGAYILRESQRQPGCYTLALRFGNQTLNYRLFHDGKHFVGEKRFESIHDLVTDGLITLYIETKAAEYISKMTTNPIYEHIGYATLLREKVSRRLSRSKNEPRKTNVTHEEHTAVEKISSLVRRAALTHNDNHFNYEKTHNFKVHTFRGPHWCEYCANFMWGLIAQGVRCSDCGLNVHKQCSKHVPNDCQPDLKRIKKVYCCDLTTLVKAHNTQRPMVVDICIRE.... Protein 2 (ENSG00000119946) has sequence MAAAAAAAAAVGVRLRDCCSRGAVLLLFFSLSPRPPAAAAWLLGLRPEDTAGGRVSLEGGTLRAAEGTSFLLRVYFQPGPPATAAPVPSPTLNSGENGTGDWAPRLVFIEEPPGGGGVAPSAVPTRPPGPQRCREQSDWASDVEVLGPLRPGGVAGSALVQVRVRELRKGEAERGGAGGGGKLFSLCAWDGRAWHHHGAAGGFLLRVRPRLYGPGGDLLPPAWLRALGALLLLALSALFSGLRLSLLSLDPVELRVLRNSGSAAEQEQARRVQAVRGRGTHLLCTLLLGQAGANAALAGW.... Result: 0 (the proteins do not interact). (3) Protein 1 (ENSG00000186007) has sequence MVDVKCLSDCKLQNQLEKLGFSPGPILPSTRKLYEKKLVQLLVSPPCAPPVMNGPRELDGAQDSDDSEGGLQEHQAPESHMGLSPKRETTARKTRLSRAGEKKVSQWA*MVDVKCLSDCKLQNQLEKLGFSPGPILPSTRKLYEKKLVQLLVSPPCAPPVMNGPRELDGAQDSDDSEELNIILQGNIILSTEKSKKLKKWPEASTTKRKAVDTYCLDYKPSKGRRWAARAPSTRITYGTITKERDYCAEDQTIESWREEGFPVGLKLAVLGIFIIVVFVYLTVENKSLFG*MVDVKCLSD.... Protein 2 (ENSG00000117616) has sequence MSNYVNDMWPGSPQEKDSPSTSRSGGSSRLSSRSRSRSFSRSSRSHSRVSSRFSSRSRRSKSRSRSRRRHQRKYRRYSRSYSRSRSRSRSRRYRERRYGFTRRYYRSPSRYRSRSRSRSRSRGRSYCGRAYAIARGQRYYGFGRTVYPEEHSRWRDRSRTRSRSRTPFRLSEKDRMELLEIAKTNAAKALGTTNIDLPASLRTVPSAKETSRGIGVSSNGAKPELSEKVTEDGTRNPNEKPTQQRSIAFSSNNSVAKPIQKSAKAATEEASSRSPKIDQKKSPYGLWIPI*MSNYVNDMW.... Result: 0 (the proteins do not interact). (4) Protein 1 (ENSG00000101892) has sequence MRRQLRSRRAPSFPYSYRYRLDDPDEANQNYLADEEEEAEEEARVTVVPKSEEEEEEEEKEEEEEEEKEEEEGQGQPTGNAWWQKLQIMSEYLWDPERRMFLARTGQSWSLILLIYFFFYASLAAVITLCMYTLFLTISPYIPTFTERVKPPGVMIRPFAHSLNFNFNVSEPDTWQHYVISLNGFLQGYNDSLQEEMNVDCPPGQYFIQDGNEDEDKKACQFKRSFLKNCSGLEDPTFGYSTGQPCILLKMNRIVGFRPELGDPVKVSCKVQRGDENDIRSISYYPESASFDLRYYPYYG.... Protein 2 (ENSG00000110536) has sequence MAATALLEAGLARVLFYPTLLYTLFRGKVPGRAHRDWYHRIDPTVLLGALPLRSLTRQLVQDENVRGVITMNEEYETRFLCNSSQVHKWSPEEAVRAIAKIRSYIHIRPGQLDVLKEFHKQITARATKDGTFVISKT*MAATALLEAGLARVLFYPTLLYTLFRGKVPGRAHRDWYHRIDPTVLLGALPLRSLTRQLVQDENVRGVITMNEEYETRFLCNSSQEWKRLGVEQLRLSTVDMTGIPTLDNLQKGVQFALKYQSLGQCVYVHCKAGRSRSATMVAAYLIQVHKWSPEEAVRAI.... Result: 0 (the proteins do not interact). (5) Protein 1 (ENSG00000173372) has sequence MEGPRGWLVLCVLAISLASMVTEDLCRAPDGKKGEAGRPGRRGRPGLKGEQGEPGAPGIRTGIQGLKGDQGEPGPSGNPGKVGYPGPSGPLGARGIPGIKGTKGSPGNIKDQPRPAFSAIRRNPPMGGNVVIFDTVITNQEEPYQNHSGRFVCTVPGYYYFTFQVLSQWEICLSIVSSSRGQVRRSLGFCDTTNKGLFQVVSGGMVLQLQQGDQVWVEKDPKKGHIYQGSEADSVFSGFLIFPSA*MEGPRGWLVLCVLAISLASMVTEDLCRAPDGKKGEAGRPGRRGRPGLKGEQGEP.... Protein 2 (ENSG00000125945) has sequence MAATLLMAGSQAPVTFEDMAMYLTREEWRPLDAAQRDLYRDVMQENYGNVVSLDFEIRSENEVNPKQEISEDVQFGTTSERPAENAEENPESEEGFESGDRSERQWGDLTAEEWVSYPLQPVTDLLVHKEVHTGIRYHICSHCGKAFSQISDLNRHQKTHTGDRPYKCYECGKGFSRSSHLIQHQRTHTGERPYDCNECGKSFGRSSHLIQHQTIHTGEKPHKCNECGKSFCRLSHLIQHQRTHSGEKPYECEECGKSFSRSSHLAQHQRTHTGEKPYECNECGRGFSERSDLIKHYRVH.... Result: 0 (the proteins do not interact). (6) Protein 1 (ENSG00000072958) has sequence MSASAVYVLDLKGKVLICRNYRGDVDMSEVEHFMPILMEKEEEGMLSPILAHGGVRFMWIKHNNLYLVATSKKNACVSLVFSFLYKVVQVFSEYFKELEEESIRDNFVIIYELLDELMDFGYPQTTDSKILQEYITQEGHKLETGAPRPPATVTNAVSWRSEGIKYRKNEVFLDVIESVNLLVSANGNVLRSEIVGSIKMRVFLSGMPELRLGLNDKVLFDNTGRGKSKSVELEDVKFHQCVRLSRFENDRTISFIPPDGEFELMSYRLNTHVKPLIWIESVIEKHSHSRIEYMIKAKSQ.... Protein 2 (ENSG00000164610) has sequence MSSRPGREDVGAAGARRPREPPEQELQRRREQKRRRHDAQQLQQLKHLESFYEKPPPGLIKEDETKPEDCIPDVPGNEHAREFLAHAPTKGLWMPLGKEVKVMQCWRCKRYGHRTGDKECPFFIKGNQKLEQFRVAHEDPMYDIIRDNKRHEKDVRIQQLKQLLEDSTSDEDRSSSSSSEGKEKHKKKKKKEKHKKRKKEKKKKKKRKHKSSKSNEGSDSE*MAGAAQHREEKHSALLSYEKPPPGLIKEDETKPEDCIPDVPGNEHAREFLAHAPTKGLWMPLGKEVKVMQCWRCKRYG.... Result: 1 (the proteins interact). (7) Protein 1 (ENSG00000182606) has sequence MALVFQFGQPVRAQPLPGLCHGKLIRTNACDVCNSTDLPEVEIISLLEEQLPHYKLRADTIYGYDHDDWLHTPLISPDANIDLTTEQIEETLKYFLLCAERVGQMTKTYNDIDAVTRLLEEKERDLELAARIGQSLLKKNKTLTERNELLEEQVEHIREEVSQLRHELSMKDELLQFYTSAAEESEPESVCSTPLKRNESSSSVQNYFHLDSLQKKLKDLEEENVVLRSEASQLKTETITYEEKEQQLVNDCVKELRDANVQIASISEELAKKTEDAARQQEEITHLLSQIVDLQKKAKA.... Protein 2 (ENSG00000122417) has sequence MEKAVNDGSHSEELFCHLKTISEKEDLPRCTSESHLSCLKQDILNEKTELEATLKEAELVTHSVELLLPLFKDTIEKINFENANLSALNLKISEQKEILIKELDTFKSVKLALEHLLRKRDYKQTGDNLSSMLLENLTDNESENTNLKKKVFEKEAHIQELSCLFQSEKANTLKANRFSQSVKVVHERLQIQIHKREAENDKLKEYVKSLETKIAKWNLQSRMNKNEAIVMKEASRQKTVALKKASKVYKQRLDHFTGAIEKLTSQIRDQEAKLSETISASNAWKSHYEKIVIEKTELEV.... Result: 0 (the proteins do not interact).